Predict the reactants needed to synthesize the given product. From a dataset of Full USPTO retrosynthesis dataset with 1.9M reactions from patents (1976-2016). (1) Given the product [C:15]([C:4]1[CH:5]=[C:6]2[C:10](=[C:2]([C:21]3[CH:22]=[CH:23][C:18]([F:17])=[CH:19][CH:20]=3)[CH:3]=1)[N:9]([CH3:11])[C:8]([C:12]([NH2:14])=[O:13])=[CH:7]2)#[N:16], predict the reactants needed to synthesize it. The reactants are: Br[C:2]1[CH:3]=[C:4]([C:15]#[N:16])[CH:5]=[C:6]2[C:10]=1[N:9]([CH3:11])[C:8]([C:12]([NH2:14])=[O:13])=[CH:7]2.[F:17][C:18]1[CH:23]=[CH:22][C:21](B(O)O)=[CH:20][CH:19]=1. (2) Given the product [CH3:19][O:18][C:15]1[CH:16]=[CH:17][C:12]([C:10]2[C:9]3[C:4](=[CH:5][CH:6]=[CH:7][CH:8]=3)[C:3](=[O:20])[N:2]([NH:1][C:29](=[O:30])[CH2:28][CH:25]3[CH2:26][CH2:27][CH:22]([CH3:21])[CH2:23][CH2:24]3)[N:11]=2)=[CH:13][CH:14]=1, predict the reactants needed to synthesize it. The reactants are: [NH2:1][N:2]1[N:11]=[C:10]([C:12]2[CH:17]=[CH:16][C:15]([O:18][CH3:19])=[CH:14][CH:13]=2)[C:9]2[C:4](=[CH:5][CH:6]=[CH:7][CH:8]=2)[C:3]1=[O:20].[CH3:21][CH:22]1[CH2:27][CH2:26][CH:25]([CH2:28][C:29](O)=[O:30])[CH2:24][CH2:23]1. (3) Given the product [Cl:1][C:2]1[N:7]=[C:6]([N:8]2[CH2:13][CH2:12][CH2:11][C@@H:10]([NH:14][C:19](=[O:20])[CH2:18][OH:21])[CH2:9]2)[CH:5]=[C:4]([CH2:15][CH2:16][CH3:17])[N:3]=1, predict the reactants needed to synthesize it. The reactants are: [Cl:1][C:2]1[N:7]=[C:6]([N:8]2[CH2:13][CH2:12][CH2:11][C@@H:10]([NH2:14])[CH2:9]2)[CH:5]=[C:4]([CH2:15][CH2:16][CH3:17])[N:3]=1.[C:18](O)(=[O:21])[CH2:19][OH:20].Cl.CN(C)CCCN=C=NCC.O.ON1C2C=CC=CC=2N=N1.C(N(C(C)C)CC)(C)C. (4) Given the product [F:22][CH:2]([F:1])[O:3][C:4]1[C:9]2[O:10][C:11]3[CH:16]=[CH:15][C:14]([N+:17]([O-:19])=[O:18])=[CH:13][C:12]=3[C:8]=2[C:7]([C:20]([OH:25])=[O:21])=[CH:6][CH:5]=1, predict the reactants needed to synthesize it. The reactants are: [F:1][CH:2]([F:22])[O:3][C:4]1[C:9]2[O:10][C:11]3[CH:16]=[CH:15][C:14]([N+:17]([O-:19])=[O:18])=[CH:13][C:12]=3[C:8]=2[C:7]([CH:20]=[O:21])=[CH:6][CH:5]=1.CC(C)=[O:25].[Mn]([O-])(=O)(=O)=O.[K+]. (5) Given the product [Br:1][C:2]1[CH:21]=[CH:20][C:19]([F:22])=[CH:18][C:3]=1[O:4][CH:5]1[CH2:6][N:7]([C:9]2[N:10]=[CH:11][C:12]([C:15]([NH:54][C:55]3[CH:60]=[CH:59][CH:58]=[CH:57][CH:56]=3)=[O:17])=[N:13][CH:14]=2)[CH2:8]1, predict the reactants needed to synthesize it. The reactants are: [Br:1][C:2]1[CH:21]=[CH:20][C:19]([F:22])=[CH:18][C:3]=1[O:4][CH:5]1[CH2:8][N:7]([C:9]2[N:10]=[CH:11][C:12]([C:15]([OH:17])=O)=[N:13][CH:14]=2)[CH2:6]1.CN(C(ON1N=NC2C=CC=NC1=2)=[N+](C)C)C.F[P-](F)(F)(F)(F)F.C(N(CC)CC)C.[NH2:54][C:55]1[CH:60]=[CH:59][CH:58]=[CH:57][CH:56]=1.[NH4+].[Cl-]. (6) Given the product [N:8]1([C:7]2[S:6][C:5]3[C:14](=[O:15])[NH:21][CH2:20][CH:19]([C:32]4[CH:41]=[CH:40][C:39]5[C:34](=[CH:35][CH:36]=[CH:37][CH:38]=5)[CH:33]=4)[C:4]=3[C:3]=2[C:1]#[N:2])[CH2:13][CH2:12][O:11][CH2:10][CH2:9]1, predict the reactants needed to synthesize it. The reactants are: [C:1]([C:3]1[C:4]([CH:19]([C:32]2[CH:41]=[CH:40][C:39]3[C:34](=[CH:35][CH:36]=[CH:37][CH:38]=3)[CH:33]=2)[CH2:20][N:21]2C(=O)C3C(=CC=CC=3)C2=O)=[C:5]([C:14](OCC)=[O:15])[S:6][C:7]=1[N:8]1[CH2:13][CH2:12][O:11][CH2:10][CH2:9]1)#[N:2].NN.